Predict the reactants needed to synthesize the given product. From a dataset of Full USPTO retrosynthesis dataset with 1.9M reactions from patents (1976-2016). (1) Given the product [Cl:1][C:2]1[CH:7]=[CH:6][C:5]([NH:8][C:9]([C:11]2[CH:12]=[C:13]([CH:25]=[CH:26][CH:27]=2)[CH2:14][S:15][CH2:16][CH2:17][C:18]([OH:20])=[O:19])=[O:10])=[C:4]([C:28](=[O:43])[NH:29][C:30]2[CH:34]=[CH:33][N:32]([C:35]3[CH:40]=[CH:39][C:38]([CH3:41])=[C:37]([CH3:42])[CH:36]=3)[N:31]=2)[CH:3]=1, predict the reactants needed to synthesize it. The reactants are: [Cl:1][C:2]1[CH:7]=[CH:6][C:5]([NH:8][C:9]([C:11]2[CH:12]=[C:13]([CH:25]=[CH:26][CH:27]=2)[CH2:14][S:15][CH2:16][CH2:17][C:18]([O:20]C(C)(C)C)=[O:19])=[O:10])=[C:4]([C:28](=[O:43])[NH:29][C:30]2[CH:34]=[CH:33][N:32]([C:35]3[CH:40]=[CH:39][C:38]([CH3:41])=[C:37]([CH3:42])[CH:36]=3)[N:31]=2)[CH:3]=1.FC(F)(F)C(O)=O. (2) Given the product [CH:1]([C:4]1[NH:5][C:6]([C:24]2[CH:29]=[CH:28][CH:27]=[C:26]([CH3:30])[N:25]=2)=[C:7]([C:9]2[CH:10]=[C:11]([C:36]3[CH:32]=[CH:33][N:34]([C:37]([O:39][C:40]([CH3:43])([CH3:42])[CH3:41])=[O:38])[CH:35]=3)[CH:12]=[CH:13][CH:14]=2)[N:8]=1)([CH3:2])[CH3:3], predict the reactants needed to synthesize it. The reactants are: [CH:1]([C:4]1[NH:5][C:6]([C:24]2[CH:29]=[CH:28][CH:27]=[C:26]([CH3:30])[N:25]=2)=[C:7]([C:9]2[CH:14]=[CH:13][CH:12]=[C:11](B3OC(C)(C)C(C)(C)O3)[CH:10]=2)[N:8]=1)([CH3:3])[CH3:2].Br[C:32]1[CH:36]=[CH:35][N:34]([C:37]([O:39][C:40]([CH3:43])([CH3:42])[CH3:41])=[O:38])[CH:33]=1. (3) Given the product [CH:18]([N:10]1[C:11]2[C:7](=[C:6]([N+:12]([O-:14])=[O:13])[CH:5]=[CH:4][C:3]=2[O:2][CH3:1])[CH:8]=[CH:9]1)([CH3:20])[CH3:19], predict the reactants needed to synthesize it. The reactants are: [CH3:1][O:2][C:3]1[CH:4]=[CH:5][C:6]([N+:12]([O-:14])=[O:13])=[C:7]2[C:11]=1[NH:10][CH:9]=[CH:8]2.[H-].[Na+].I[CH:18]([CH3:20])[CH3:19].O. (4) Given the product [C:1]([O:5][C:6]([N:8]1[CH2:12][CH2:11][CH2:10][CH:9]1[C:13]1[NH:14][C:15]([C:18]2[CH:23]=[CH:22][C:21]([Cl:24])=[CH:20][C:19]=2[C:25]#[N:29])=[CH:16][N:17]=1)=[O:7])([CH3:4])([CH3:3])[CH3:2], predict the reactants needed to synthesize it. The reactants are: [C:1]([O:5][C:6]([N:8]1[CH2:12][CH2:11][CH2:10][CH:9]1[C:13]1[NH:14][C:15]([C:18]2[CH:23]=[CH:22][C:21]([Cl:24])=[CH:20][C:19]=2[CH:25]=O)=[CH:16][N:17]=1)=[O:7])([CH3:4])([CH3:3])[CH3:2].NO.[NH:29]1C=CN=C1.CN(C=O)C. (5) Given the product [CH3:1][C@H:2]1[CH2:3][N:4]([CH2:8][C:9]2[CH:14]=[CH:13][C:12]([N:15]3[CH2:20][CH2:19][O:18][CH2:17][CH2:16]3)=[CH:11][C:10]=2[C:21]([F:24])([F:22])[F:23])[CH2:5][CH2:6][N:7]1[C:25]([O:26][N:27]1[C:31](=[O:32])[CH2:30][CH2:29][C:28]1=[O:33])=[O:34], predict the reactants needed to synthesize it. The reactants are: [CH3:1][C@@H:2]1[NH:7][CH2:6][CH2:5][N:4]([CH2:8][C:9]2[CH:14]=[CH:13][C:12]([N:15]3[CH2:20][CH2:19][O:18][CH2:17][CH2:16]3)=[CH:11][C:10]=2[C:21]([F:24])([F:23])[F:22])[CH2:3]1.[C:25](=O)([O:34]N1C(=O)CCC1=O)[O:26][N:27]1[C:31](=[O:32])[CH2:30][CH2:29][C:28]1=[O:33].C(N(CC)CC)C. (6) The reactants are: [CH3:1][O:2][C:3]1[C:4]([NH2:10])=[N:5][CH:6]=[C:7]([CH3:9])[N:8]=1.[Cl:11][C:12]1[CH:17]=[CH:16][C:15]([S:18](Cl)(=[O:20])=[O:19])=[CH:14][CH:13]=1. Given the product [Cl:11][C:12]1[CH:17]=[CH:16][C:15]([S:18]([NH:10][C:4]2[C:3]([O:2][CH3:1])=[N:8][C:7]([CH3:9])=[CH:6][N:5]=2)(=[O:20])=[O:19])=[CH:14][CH:13]=1, predict the reactants needed to synthesize it. (7) Given the product [NH2:12][N:11]1[CH:2]([CH3:1])[CH2:3][C:4]2[NH:5][C:6]3[CH:20]=[CH:19][C:18]([O:21][C:22]([F:25])([F:24])[F:23])=[CH:17][C:7]=3[S:8][C:9]=2[C:10]1=[O:16], predict the reactants needed to synthesize it. The reactants are: [CH3:1][CH:2]1[N:11]([NH:12]C(=O)C)[C:10](=[O:16])[C:9]2[S:8][C:7]3[CH:17]=[C:18]([O:21][C:22]([F:25])([F:24])[F:23])[CH:19]=[CH:20][C:6]=3[NH:5][C:4]=2[CH2:3]1.Cl. (8) Given the product [CH3:1][C:2]1[CH:3]=[C:4]([O:17][CH2:25][C:26]2[N:27]=[C:28]([CH:31]=[CH:32][C:33]3[CH:34]=[CH:35][C:36]([O:39][C:40]([F:43])([F:41])[F:42])=[CH:37][CH:38]=3)[O:29][CH:30]=2)[CH:5]=[CH:6][C:7]=1[CH2:8][O:9][CH2:10][CH2:11][N:12]1[CH:16]=[CH:15][N:14]=[N:13]1, predict the reactants needed to synthesize it. The reactants are: [CH3:1][C:2]1[CH:3]=[C:4]([OH:17])[CH:5]=[CH:6][C:7]=1[CH2:8][O:9][CH2:10][CH2:11][N:12]1[CH:16]=[CH:15][N:14]=[N:13]1.C(=O)([O-])[O-].[Cs+].[Cs+].Cl[CH2:25][C:26]1[N:27]=[C:28]([CH:31]=[CH:32][C:33]2[CH:38]=[CH:37][C:36]([O:39][C:40]([F:43])([F:42])[F:41])=[CH:35][CH:34]=2)[O:29][CH:30]=1.[I-].[K+].